Dataset: Forward reaction prediction with 1.9M reactions from USPTO patents (1976-2016). Task: Predict the product of the given reaction. Given the reactants [Cl:1][C:2]1[C:7]([C:8]#[N:9])=[CH:6][C:5]([F:10])=[C:4](F)[N:3]=1.[NH2:12][C@@H:13]([C:16]([CH3:19])([CH3:18])[CH3:17])[CH2:14][OH:15].C(N(CC)CC)C, predict the reaction product. The product is: [Cl:1][C:2]1[N:3]=[C:4]([NH:12][C@@H:13]([C:16]([CH3:19])([CH3:18])[CH3:17])[CH2:14][OH:15])[C:5]([F:10])=[CH:6][C:7]=1[C:8]#[N:9].